Dataset: Forward reaction prediction with 1.9M reactions from USPTO patents (1976-2016). Task: Predict the product of the given reaction. (1) Given the reactants C(O)(C(F)(F)F)=O.C(OC(=O)[NH:14][C:15]([CH3:44])([CH3:43])[CH2:16][C:17]1[O:18][C:19]([C:22]2[N:26]3[CH:27]=[C:28]([CH3:41])[CH:29]=[C:30]([O:31][CH2:32][C:33]4[C:38]([F:39])=[CH:37][CH:36]=[CH:35][C:34]=4[F:40])[C:25]3=[N:24][C:23]=2[CH3:42])=[N:20][N:21]=1)(C)(C)C, predict the reaction product. The product is: [F:39][C:38]1[CH:37]=[CH:36][CH:35]=[C:34]([F:40])[C:33]=1[CH2:32][O:31][C:30]1[C:25]2[N:26]([C:22]([C:19]3[O:18][C:17]([CH2:16][C:15]([CH3:44])([NH2:14])[CH3:43])=[N:21][N:20]=3)=[C:23]([CH3:42])[N:24]=2)[CH:27]=[C:28]([CH3:41])[CH:29]=1. (2) Given the reactants C([Zn]CC)C.F[C:7](F)(F)[C:8]([OH:10])=O.[C:13]1(CO)[CH2:18][CH2:17][CH2:16][CH2:15][CH:14]=1, predict the reaction product. The product is: [C:7]12([CH2:8][OH:10])[CH2:16][CH:15]1[CH2:14][CH2:13][CH2:18][CH2:17]2. (3) Given the reactants [NH2:1][C:2]1[CH:3]=[C:4]([S:8][C:9]2[CH:10]=[CH:11][C:12]3[N:13]([CH:15]=[C:16]([NH:18][C:19]([CH:21]4[CH2:23][CH2:22]4)=[O:20])[N:17]=3)[N:14]=2)[CH:5]=[CH:6][CH:7]=1.[CH3:24][N:25]1[C:29]([C:30](Cl)=[O:31])=[CH:28][C:27]([CH3:33])=[N:26]1, predict the reaction product. The product is: [CH:21]1([C:19]([NH:18][C:16]2[N:17]=[C:12]3[CH:11]=[CH:10][C:9]([S:8][C:4]4[CH:3]=[C:2]([NH:1][C:30]([C:29]5[N:25]([CH3:24])[N:26]=[C:27]([CH3:33])[CH:28]=5)=[O:31])[CH:7]=[CH:6][CH:5]=4)=[N:14][N:13]3[CH:15]=2)=[O:20])[CH2:22][CH2:23]1. (4) Given the reactants [CH3:1][O:2][C:3]1[CH:4]=[C:5]([CH2:20][C:21]#[N:22])[C:6]2[O:10][C:9]([C:11]3[CH:16]=[CH:15][C:14]([O:17][CH3:18])=[CH:13][CH:12]=3)=[CH:8][C:7]=2[CH:19]=1.[OH-].[K+].[CH3:25]I.O, predict the reaction product. The product is: [CH3:1][O:2][C:3]1[CH:4]=[C:5]([CH:20]([CH3:25])[C:21]#[N:22])[C:6]2[O:10][C:9]([C:11]3[CH:12]=[CH:13][C:14]([O:17][CH3:18])=[CH:15][CH:16]=3)=[CH:8][C:7]=2[CH:19]=1.